From a dataset of Reaction yield outcomes from USPTO patents with 853,638 reactions. Predict the reaction yield, written as a fraction of the theoretical maximum amount of product (1.0 means a 100% yield; for example, 0.34 means a 34% yield). (1) The product is [CH3:1][C:2]1[CH:3]=[C:4]([CH:25]=[C:26]([CH3:37])[C:27]=1[N:28]1[CH:32]=[C:31]([C:33]([F:35])([F:34])[F:36])[CH:30]=[N:29]1)[O:5][C@H:6]([C:10]1[CH:11]=[CH:12][C:13]([C:14]([NH:16][CH2:17][CH2:18][C:19]([OH:21])=[O:20])=[O:15])=[CH:23][CH:24]=1)[CH2:7][CH2:8][CH3:9]. The catalyst is O. The reactants are [CH3:1][C:2]1[CH:3]=[C:4]([CH:25]=[C:26]([CH3:37])[C:27]=1[N:28]1[CH:32]=[C:31]([C:33]([F:36])([F:35])[F:34])[CH:30]=[N:29]1)[O:5][C@H:6]([C:10]1[CH:24]=[CH:23][C:13]([C:14]([NH:16][CH2:17][CH2:18][C:19]([O:21]C)=[O:20])=[O:15])=[CH:12][CH:11]=1)[CH2:7][CH2:8][CH3:9].CO.[OH-].[Na+].Cl. The yield is 0.800. (2) The reactants are [F:1][C:2]1[CH:7]=[CH:6][C:5]([S:8](Cl)(=[O:10])=[O:9])=[CH:4][CH:3]=1.Cl.[CH3:13][NH:14][CH3:15]. The catalyst is O1CCCC1.CN(C)C1C=CN=CC=1. The product is [F:1][C:2]1[CH:7]=[CH:6][C:5]([S:8]([N:14]([CH3:15])[CH3:13])(=[O:10])=[O:9])=[CH:4][CH:3]=1. The yield is 0.500. (3) The reactants are [N:1]1([CH2:7][CH2:8][O:9][C:10]2[S:11][C:12]3[CH:18]=[C:17]([N+:19]([O-])=O)[CH:16]=[CH:15][C:13]=3[N:14]=2)[CH2:6][CH2:5][O:4][CH2:3][CH2:2]1. The catalyst is C(O)C. The product is [N:1]1([CH2:7][CH2:8][O:9][C:10]2[S:11][C:12]3[CH:18]=[C:17]([NH2:19])[CH:16]=[CH:15][C:13]=3[N:14]=2)[CH2:6][CH2:5][O:4][CH2:3][CH2:2]1. The yield is 0.940. (4) The reactants are [Cl:1][C:2]1[N:10]=[C:9]([NH2:11])[N:8]=[C:7]2[C:3]=1[N:4]=[CH:5][NH:6]2.[H-].[Na+].Cl[CH2:15][O:16][CH2:17][CH2:18][Si:19]([CH3:22])([CH3:21])[CH3:20]. The catalyst is CN(C=O)C. The product is [Cl:1][C:2]1[N:10]=[C:9]([NH2:11])[N:8]=[C:7]2[C:3]=1[N:4]=[CH:5][N:6]2[CH2:15][O:16][CH2:17][CH2:18][Si:19]([CH3:22])([CH3:21])[CH3:20]. The yield is 0.580.